Regression/Classification. Given a drug SMILES string, predict its absorption, distribution, metabolism, or excretion properties. Task type varies by dataset: regression for continuous measurements (e.g., permeability, clearance, half-life) or binary classification for categorical outcomes (e.g., BBB penetration, CYP inhibition). Dataset: cyp1a2_veith. From a dataset of CYP1A2 inhibition data for predicting drug metabolism from PubChem BioAssay. (1) The drug is CN(C)S(=O)(=O)Oc1ccccc1C(=O)Nc1cccc(C(F)(F)F)c1. The result is 1 (inhibitor). (2) The compound is CN1C2CCC1CC(OC(=O)c1ccc(Cl)cc1)C2.Cl. The result is 0 (non-inhibitor). (3) The drug is Cc1ccc(NC(=S)Nc2ccc(Br)cc2)cc1. The result is 1 (inhibitor). (4) The compound is Cn1c(=O)c(-c2ccc(F)c(F)c2)nc2cncnc21. The result is 1 (inhibitor). (5) The drug is Cc1ccc(-c2nn(CC(C)(C)C)c3ncnc(N)c23)cc1. The result is 1 (inhibitor).